Dataset: Forward reaction prediction with 1.9M reactions from USPTO patents (1976-2016). Task: Predict the product of the given reaction. (1) Given the reactants O=C1CCC(=O)N1O[C:9]([C:11]1[O:15][C:14]([C:16]2[CH:21]=[CH:20][CH:19]=[CH:18][C:17]=2[Br:22])=[N:13][C:12]=1[CH2:23][CH2:24][CH3:25])=[O:10].[CH3:26][O:27][CH2:28][CH2:29][N:30]([CH3:38])[C:31]1[CH:36]=[CH:35][C:34]([NH2:37])=[CH:33][N:32]=1, predict the reaction product. The product is: [CH3:26][O:27][CH2:28][CH2:29][N:30]([CH3:38])[C:31]1[N:32]=[CH:33][C:34]([NH:37][C:9]([C:11]2[O:15][C:14]([C:16]3[CH:21]=[CH:20][CH:19]=[CH:18][C:17]=3[Br:22])=[N:13][C:12]=2[CH2:23][CH2:24][CH3:25])=[O:10])=[CH:35][CH:36]=1. (2) Given the reactants [F:1][C:2]1([C:9]([O:11][CH3:12])=[O:10])[CH2:7][CH:6]2[O:8][CH:3]1[CH:4]=[CH:5]2.[H][H], predict the reaction product. The product is: [F:1][C@:2]1([C:9]([O:11][CH3:12])=[O:10])[CH2:7][C@H:6]2[O:8][C@@H:3]1[CH2:4][CH2:5]2. (3) Given the reactants [CH:1]([C:3]1[CH:4]=[C:5]([C:9]2[CH:14]=[CH:13][CH:12]=[C:11]([CH2:15][O:16][C:17]3[CH:22]=[CH:21][C:20]([CH2:23][CH2:24][C:25]([O:27][CH3:28])=[O:26])=[CH:19][CH:18]=3)[CH:10]=2)[CH:6]=[CH:7][CH:8]=1)=[O:2].[BH4-].[Na+].Cl, predict the reaction product. The product is: [OH:2][CH2:1][C:3]1[CH:4]=[C:5]([C:9]2[CH:14]=[CH:13][CH:12]=[C:11]([CH2:15][O:16][C:17]3[CH:18]=[CH:19][C:20]([CH2:23][CH2:24][C:25]([O:27][CH3:28])=[O:26])=[CH:21][CH:22]=3)[CH:10]=2)[CH:6]=[CH:7][CH:8]=1.